Dataset: Catalyst prediction with 721,799 reactions and 888 catalyst types from USPTO. Task: Predict which catalyst facilitates the given reaction. (1) Reactant: [Br:1][C:2]1[N:3]=[CH:4][C:5]2[CH2:11][NH:10][CH2:9][CH2:8][C:6]=2[N:7]=1.C(N(CC)CC)C.[CH3:19][S:20](Cl)(=[O:22])=[O:21]. Product: [Br:1][C:2]1[N:3]=[CH:4][C:5]2[CH2:11][N:10]([S:20]([CH3:19])(=[O:22])=[O:21])[CH2:9][CH2:8][C:6]=2[N:7]=1. The catalyst class is: 2. (2) The catalyst class is: 1. Reactant: [CH3:1][O:2][C:3]1[CH:4]=[CH:5][C:6]([NH:18][CH3:19])=[C:7]([CH:17]=1)[CH2:8][NH:9][C:10](=[O:16])[O:11][C:12]([CH3:15])([CH3:14])[CH3:13].[H-].[Na+].[N:22]1[CH:27]=[CH:26][CH:25]=[C:24]([S:28](Cl)(=[O:30])=[O:29])[CH:23]=1. Product: [CH3:1][O:2][C:3]1[CH:4]=[CH:5][C:6]([N:18]([CH3:19])[S:28]([C:24]2[CH:23]=[N:22][CH:27]=[CH:26][CH:25]=2)(=[O:30])=[O:29])=[C:7]([CH:17]=1)[CH2:8][NH:9][C:10](=[O:16])[O:11][C:12]([CH3:15])([CH3:14])[CH3:13]. (3) Reactant: [ClH:1].[CH3:2][O:3][C:4]1[CH:5]=[C:6]([C:14]2[CH:57]=[CH:56][C:17]([C:18]([N:20]3[CH2:25][CH2:24][CH:23]([CH2:26][N:27]([CH3:55])[CH2:28][CH:29]4[CH2:34][CH2:33][N:32]([C:35](=[O:54])[C:36]5[CH:41]=[CH:40][C:39]([C:42]6[CH:47]=[C:46]([O:48][CH3:49])[C:45]([O:50][CH3:51])=[C:44]([O:52][CH3:53])[CH:43]=6)=[CH:38][CH:37]=5)[CH2:31][CH2:30]4)[CH2:22][CH2:21]3)=[O:19])=[CH:16][CH:15]=2)[CH:7]=[C:8]([O:12][CH3:13])[C:9]=1[O:10][CH3:11]. Product: [ClH:1].[CH3:53][O:52][C:44]1[CH:43]=[C:42]([C:39]2[CH:38]=[CH:37][C:36]([C:35]([N:32]3[CH2:31][CH2:30][CH:29]([CH2:28][N:27]([CH3:55])[CH2:26][CH:23]4[CH2:22][CH2:21][N:20]([C:18](=[O:19])[C:17]5[CH:16]=[CH:15][C:14]([C:6]6[CH:5]=[C:4]([O:3][CH3:2])[C:9]([O:10][CH3:11])=[C:8]([O:12][CH3:13])[CH:7]=6)=[CH:57][CH:56]=5)[CH2:25][CH2:24]4)[CH2:34][CH2:33]3)=[O:54])=[CH:41][CH:40]=2)[CH:47]=[C:46]([O:48][CH3:49])[C:45]=1[O:50][CH3:51]. The catalyst class is: 8. (4) Reactant: Br[C:2]1[CH:3]=[C:4]2[C:8](=[CH:9][CH:10]=1)[N:7]([C:11](=[O:21])[CH2:12][C:13]1[CH:18]=[C:17]([F:19])[CH:16]=[CH:15][C:14]=1[F:20])[CH2:6][CH2:5]2.[B:22]1([B:22]2[O:26][C:25]([CH3:28])([CH3:27])[C:24]([CH3:30])([CH3:29])[O:23]2)[O:26][C:25]([CH3:28])([CH3:27])[C:24]([CH3:30])([CH3:29])[O:23]1.C([O-])(=O)C.[K+].O1CCOCC1. Product: [F:20][C:14]1[CH:15]=[CH:16][C:17]([F:19])=[CH:18][C:13]=1[CH2:12][C:11]([N:7]1[C:8]2[C:4](=[CH:3][C:2]([B:22]3[O:26][C:25]([CH3:28])([CH3:27])[C:24]([CH3:30])([CH3:29])[O:23]3)=[CH:10][CH:9]=2)[CH2:5][CH2:6]1)=[O:21]. The catalyst class is: 13.